Dataset: Forward reaction prediction with 1.9M reactions from USPTO patents (1976-2016). Task: Predict the product of the given reaction. (1) Given the reactants C(=O)=O.[CH3:4][NH:5][CH3:6].[C:7]([OH:12])(=[O:11])[CH:8]([CH3:10])[OH:9], predict the reaction product. The product is: [CH3:4][NH2+:5][CH3:6].[C:7]([O-:12])(=[O:11])[CH:8]([CH3:10])[OH:9]. (2) Given the reactants [OH:1][C:2]1[CH:3]=[C:4]([CH:7]=[CH:8][CH:9]=1)[CH:5]=O.[NH:10]1[CH2:15][CH2:14][CH:13]([NH:16][C:17](=[O:23])[O:18][C:19]([CH3:22])([CH3:21])[CH3:20])[CH2:12][CH2:11]1.C(O)(=O)C.[BH-](OC(C)=O)(OC(C)=O)OC(C)=O.[Na+], predict the reaction product. The product is: [OH:1][C:2]1[CH:3]=[C:4]([CH2:5][N:10]2[CH2:11][CH2:12][CH:13]([NH:16][C:17](=[O:23])[O:18][C:19]([CH3:21])([CH3:20])[CH3:22])[CH2:14][CH2:15]2)[CH:7]=[CH:8][CH:9]=1. (3) Given the reactants [Cl:1][C:2]1[CH:7]=[CH:6][C:5]([NH:8][C:9]([CH:11]2[N:15]([C:16]3[C:21]([Cl:22])=[CH:20][CH:19]=[CH:18][N:17]=3)[N:14]=[C:13]([OH:23])[CH2:12]2)=[O:10])=[C:4]([C:24](=[O:31])[NH:25][CH:26]([CH:28]2[CH2:30][CH2:29]2)[CH3:27])[CH:3]=1.C(N(CC)CC)C.[N+:39]([C:42]1[CH:43]=[C:44]([S:48](Cl)(=[O:50])=[O:49])[CH:45]=[CH:46][CH:47]=1)([O-:41])=[O:40].O, predict the reaction product. The product is: [N+:39]([C:42]1[CH:43]=[C:44]([S:48]([O:23][C:13]2[CH2:12][CH:11]([C:9](=[O:10])[NH:8][C:5]3[CH:6]=[CH:7][C:2]([Cl:1])=[CH:3][C:4]=3[C:24](=[O:31])[NH:25][CH:26]([CH:28]3[CH2:29][CH2:30]3)[CH3:27])[N:15]([C:16]3[C:21]([Cl:22])=[CH:20][CH:19]=[CH:18][N:17]=3)[N:14]=2)(=[O:50])=[O:49])[CH:45]=[CH:46][CH:47]=1)([O-:41])=[O:40].